This data is from Full USPTO retrosynthesis dataset with 1.9M reactions from patents (1976-2016). The task is: Predict the reactants needed to synthesize the given product. Given the product [CH2:6]([C@H:13]1[N:18]([C:19](=[O:37])[CH2:20][CH2:21][C:22]2[CH:27]=[CH:26][CH:25]=[CH:24][C:23]=2[O:28][C:29]2[CH:34]=[CH:33][CH:32]=[CH:31][C:30]=2/[CH:35]=[CH:48]/[N+:45]([O-:47])=[O:46])[CH2:17][CH2:16][N:15]([C:38]([O:40][C:41]([CH3:44])([CH3:43])[CH3:42])=[O:39])[CH2:14]1)[C:7]1[CH:12]=[CH:11][CH:10]=[CH:9][CH:8]=1, predict the reactants needed to synthesize it. The reactants are: C([O-])(=O)C.[NH4+].[CH2:6]([C@H:13]1[N:18]([C:19](=[O:37])[CH2:20][CH2:21][C:22]2[CH:27]=[CH:26][CH:25]=[CH:24][C:23]=2[O:28][C:29]2[CH:34]=[CH:33][CH:32]=[CH:31][C:30]=2[CH:35]=O)[CH2:17][CH2:16][N:15]([C:38]([O:40][C:41]([CH3:44])([CH3:43])[CH3:42])=[O:39])[CH2:14]1)[C:7]1[CH:12]=[CH:11][CH:10]=[CH:9][CH:8]=1.[N+:45]([CH3:48])([O-:47])=[O:46].